From a dataset of Catalyst prediction with 721,799 reactions and 888 catalyst types from USPTO. Predict which catalyst facilitates the given reaction. (1) Product: [OH:25][CH2:24][CH2:23][C:19]1[N:18]([CH2:17][CH2:16][CH2:15][C:12]2[CH:11]=[CH:10][C:9]([OH:8])=[CH:14][CH:13]=2)[CH:22]=[CH:21][N:20]=1. Reactant: C([O:8][C:9]1[CH:14]=[CH:13][C:12]([CH2:15][CH2:16][CH2:17][N:18]2[CH:22]=[CH:21][N:20]=[C:19]2[CH2:23][CH2:24][OH:25])=[CH:11][CH:10]=1)C1C=CC=CC=1. The catalyst class is: 45. (2) Reactant: [N:1]1[CH:6]=[CH:5][C:4]([CH2:7][CH2:8][CH2:9]O)=[CH:3][CH:2]=1.[C:11]1(=[O:21])[NH:15][C:14](=[O:16])[C:13]2=[CH:17][CH:18]=[CH:19][CH:20]=[C:12]12.C1(P(C2C=CC=CC=2)C2C=CC=CC=2)C=CC=CC=1.CC(OC(/N=N/C(OC(C)C)=O)=O)C. Product: [N:1]1[CH:2]=[CH:3][C:4]([CH2:7][CH2:8][CH2:9][N:15]2[C:11](=[O:21])[C:12]3[C:13](=[CH:17][CH:18]=[CH:19][CH:20]=3)[C:14]2=[O:16])=[CH:5][CH:6]=1. The catalyst class is: 295.